This data is from Peptide-MHC class I binding affinity with 185,985 pairs from IEDB/IMGT. The task is: Regression. Given a peptide amino acid sequence and an MHC pseudo amino acid sequence, predict their binding affinity value. This is MHC class I binding data. (1) The peptide sequence is LEKARGSTY. The MHC is HLA-A29:02 with pseudo-sequence HLA-A29:02. The binding affinity (normalized) is 0. (2) The peptide sequence is VPAWLPLGI. The MHC is HLA-A03:01 with pseudo-sequence HLA-A03:01. The binding affinity (normalized) is 0.0847. (3) The peptide sequence is YPAEITLTW. The MHC is Mamu-B17 with pseudo-sequence Mamu-B17. The binding affinity (normalized) is 0.530. (4) The peptide sequence is EIFPNIKIY. The MHC is HLA-A69:01 with pseudo-sequence HLA-A69:01. The binding affinity (normalized) is 0.0847. (5) The peptide sequence is MPLKVQVCI. The MHC is HLA-B51:01 with pseudo-sequence HLA-B51:01. The binding affinity (normalized) is 0.339. (6) The peptide sequence is VSFIEFVGW. The MHC is HLA-A68:01 with pseudo-sequence HLA-A68:01. The binding affinity (normalized) is 0.192. (7) The peptide sequence is EFKRRLKDL. The MHC is HLA-B39:01 with pseudo-sequence HLA-B39:01. The binding affinity (normalized) is 0.0847. (8) The peptide sequence is LVTFLLLCGR. The MHC is HLA-A33:01 with pseudo-sequence HLA-A33:01. The binding affinity (normalized) is 0.188. (9) The peptide sequence is GPIGKLIAV. The MHC is H-2-Kb with pseudo-sequence H-2-Kb. The binding affinity (normalized) is 0.00689.